Dataset: Forward reaction prediction with 1.9M reactions from USPTO patents (1976-2016). Task: Predict the product of the given reaction. (1) Given the reactants [C:1]([N:5]1[C:9]([C:10]2[CH:15]=[CH:14][C:13]([F:16])=[CH:12][CH:11]=2)=[C:8]([C:17]2[S:18][CH:19]=[C:20]([CH2:22][C:23](O)=[O:24])[N:21]=2)[CH:7]=[N:6]1)([CH3:4])([CH3:3])[CH3:2].[NH:26]1[CH2:31][CH2:30][O:29][CH2:28][CH2:27]1, predict the reaction product. The product is: [C:1]([N:5]1[C:9]([C:10]2[CH:15]=[CH:14][C:13]([F:16])=[CH:12][CH:11]=2)=[C:8]([C:17]2[S:18][CH:19]=[C:20]([CH2:22][C:23]([N:26]3[CH2:31][CH2:30][O:29][CH2:28][CH2:27]3)=[O:24])[N:21]=2)[CH:7]=[N:6]1)([CH3:4])([CH3:2])[CH3:3]. (2) Given the reactants Br[CH:2]([CH3:6])[C:3](=O)[CH3:4].[C:7]([CH:10]1[CH2:15][CH2:14][N:13](C(OC(C)(C)C)=O)[CH2:12][CH2:11]1)(=[S:9])[NH2:8], predict the reaction product. The product is: [CH3:4][C:3]1[N:8]=[C:7]([CH:10]2[CH2:15][CH2:14][NH:13][CH2:12][CH2:11]2)[S:9][C:2]=1[CH3:6]. (3) Given the reactants [CH2:1]([O:8][C:9]1[CH:14]=[CH:13][C:12](CC(O)=O)=[C:11]([F:19])[CH:10]=1)[C:2]1[CH:7]=[CH:6][CH:5]=[CH:4][CH:3]=1.[C:30](OC(O[C:30]([CH3:33])([CH3:32])[CH3:31])N(C)C)([CH3:33])([CH3:32])[CH3:31].[C:34]([O:37]CC)(=[O:36])[CH3:35], predict the reaction product. The product is: [C:34]([O:37][C:12]1[CH:13]=[CH:14][C:9]([O:8][CH2:1][C:2]2[CH:3]=[CH:4][CH:5]=[CH:6][CH:7]=2)=[C:10]([C:30]([CH3:31])([CH3:32])[CH3:33])[C:11]=1[F:19])(=[O:36])[CH3:35]. (4) Given the reactants [CH2:1]([N:5]1[C:9]([C:10]2[CH:15]=[CH:14][C:13]([Cl:16])=[CH:12][C:11]=2[O:17][CH2:18][O:19][CH3:20])=[C:8]([C:21](OC)=[O:22])[CH:7]=[N:6]1)[CH2:2][CH2:3][CH3:4].CC(C[Al]CC(C)C)C, predict the reaction product. The product is: [CH2:1]([N:5]1[C:9]([C:10]2[CH:15]=[CH:14][C:13]([Cl:16])=[CH:12][C:11]=2[O:17][CH2:18][O:19][CH3:20])=[C:8]([CH2:21][OH:22])[CH:7]=[N:6]1)[CH2:2][CH2:3][CH3:4]. (5) Given the reactants CC1(P(C(C)(C)C)C(C)(C)C)[C:4](C2C=CC=CC=2)([C:5]2[CH:10]=[CH:9][CH:8]=[CH:7][CH:6]=2)C1.[CH:26]1[C:38]2[NH:37][C:36]3[C:31](=[CH:32][CH:33]=[CH:34][CH:35]=3)[C:30]=2[CH:29]=[CH:28][CH:27]=1.C[Mg]Cl.ClC1C=CC(C)=CC=1.[Cl-].[NH4+], predict the reaction product. The product is: [CH3:4][C:5]1[CH:10]=[CH:9][C:8]([N:37]2[C:36]3[CH:35]=[CH:34][CH:33]=[CH:32][C:31]=3[C:30]3[C:38]2=[CH:26][CH:27]=[CH:28][CH:29]=3)=[CH:7][CH:6]=1. (6) The product is: [F:13][C:8]1[C:7]([CH:3]2[CH2:4][CH2:5][CH2:6][O:1][CH2:2]2)=[CH:12][CH:11]=[CH:10][N:9]=1. Given the reactants [O:1]1[CH2:6][CH2:5][CH:4]=[C:3]([C:7]2[C:8]([F:13])=[N:9][CH:10]=[CH:11][CH:12]=2)[CH2:2]1, predict the reaction product. (7) Given the reactants [Cl:1][C:2]1[CH:11]=[C:10]2[C:5]([CH:6]=[CH:7][N:8]=[C:9]2[O:12]C)=[CH:4][C:3]=1[O:14][CH:15]1[CH2:20][CH2:19][C:18]([CH:25]([NH2:28])[CH2:26][CH3:27])([C:21]([F:24])([F:23])[F:22])[CH2:17][CH2:16]1.CC(O)C.Cl, predict the reaction product. The product is: [NH2:28][CH:25]([C:18]1([C:21]([F:23])([F:24])[F:22])[CH2:17][CH2:16][CH:15]([O:14][C:3]2[CH:4]=[C:5]3[C:10](=[CH:11][C:2]=2[Cl:1])[C:9](=[O:12])[NH:8][CH:7]=[CH:6]3)[CH2:20][CH2:19]1)[CH2:26][CH3:27]. (8) Given the reactants [F:1][C:2]1[CH:11]=[C:10]([F:12])[CH:9]=[C:8]2[C:3]=1[C:4]([NH:20][C:21]1[C:26](I)=[CH:25][N:24]=[C:23]([N:28]3[CH2:33][CH2:32][O:31][CH2:30][CH2:29]3)[CH:22]=1)=[C:5]([CH3:19])[C:6]([C:13]1[CH:18]=[CH:17][CH:16]=[CH:15][N:14]=1)=[N:7]2.[F:34][C:35]([F:46])([F:45])[C:36]1[CH:37]=[C:38](B(O)O)[CH:39]=[N:40][CH:41]=1.C1(P(C2CCCCC2)C2CCCCC2)CCCCC1.[O-]P([O-])([O-])=O.[K+].[K+].[K+], predict the reaction product. The product is: [F:1][C:2]1[CH:11]=[C:10]([F:12])[CH:9]=[C:8]2[C:3]=1[C:4]([NH:20][C:21]1[CH:22]=[C:23]([N:28]3[CH2:33][CH2:32][O:31][CH2:30][CH2:29]3)[N:24]=[CH:25][C:26]=1[C:38]1[CH:39]=[N:40][CH:41]=[C:36]([C:35]([F:46])([F:45])[F:34])[CH:37]=1)=[C:5]([CH3:19])[C:6]([C:13]1[CH:18]=[CH:17][CH:16]=[CH:15][N:14]=1)=[N:7]2. (9) Given the reactants [C:1]([C:5]1[CH:10]=[CH:9][CH:8]=[CH:7][C:6]=1[N:11]1[CH2:16][CH2:15][N:14]([C:17]([C:19]2[N:20]=[C:21]([CH3:28])[N:22]([CH2:24][C:25]([O-:27])=[O:26])[CH:23]=2)=[O:18])[CH2:13][CH2:12]1)([CH3:4])([CH3:3])[CH3:2].[Li+].[OH-].Cl, predict the reaction product. The product is: [C:1]([C:5]1[CH:10]=[CH:9][CH:8]=[CH:7][C:6]=1[N:11]1[CH2:16][CH2:15][N:14]([C:17]([C:19]2[N:20]=[C:21]([CH3:28])[N:22]([CH2:24][C:25]([OH:27])=[O:26])[CH:23]=2)=[O:18])[CH2:13][CH2:12]1)([CH3:4])([CH3:3])[CH3:2]. (10) Given the reactants Br[C:2]1[CH:7]=[CH:6][C:5]([N:8]([CH3:19])[C:9](=[O:18])[CH2:10][CH2:11][C:12]2[CH:17]=[CH:16][CH:15]=[CH:14][CH:13]=2)=[C:4]([O:20][CH3:21])[CH:3]=1.[B:22]1([B:22]2[O:26][C:25]([CH3:28])([CH3:27])[C:24]([CH3:30])([CH3:29])[O:23]2)[O:26][C:25]([CH3:28])([CH3:27])[C:24]([CH3:30])([CH3:29])[O:23]1.C([O-])(=O)C.[K+].ClCCl, predict the reaction product. The product is: [CH3:21][O:20][C:4]1[CH:3]=[C:2]([B:22]2[O:26][C:25]([CH3:28])([CH3:27])[C:24]([CH3:30])([CH3:29])[O:23]2)[CH:7]=[CH:6][C:5]=1[N:8]([CH3:19])[C:9](=[O:18])[CH2:10][CH2:11][C:12]1[CH:17]=[CH:16][CH:15]=[CH:14][CH:13]=1.